From a dataset of Full USPTO retrosynthesis dataset with 1.9M reactions from patents (1976-2016). Predict the reactants needed to synthesize the given product. (1) The reactants are: Cl[C:2]1[C:7]([CH:8]=[O:9])=[C:6]([N:10]2[CH2:23][CH2:22][N:13]3[C:14]4[CH2:15][CH2:16][CH2:17][CH2:18][C:19]=4[C:20]([F:21])=[C:12]3[C:11]2=[O:24])[N:5]=[CH:4][CH:3]=1.[CH3:25][N:26]1[CH:31]=[C:30](B2OC(C)(C)C(C)(C)O2)[CH:29]=[C:28]([NH:41][C:42]2[CH:47]=[CH:46][N:45]=[C:44]([CH3:48])[N:43]=2)[C:27]1=[O:49].C([O-])(=O)C.[Na+].[O-]P([O-])([O-])=O.[K+].[K+].[K+]. Given the product [F:21][C:20]1[C:19]2[CH2:18][CH2:17][CH2:16][CH2:15][C:14]=2[N:13]2[CH2:22][CH2:23][N:10]([C:6]3[N:5]=[CH:4][CH:3]=[C:2]([C:30]4[CH:29]=[C:28]([NH:41][C:42]5[CH:47]=[CH:46][N:45]=[C:44]([CH3:48])[N:43]=5)[C:27](=[O:49])[N:26]([CH3:25])[CH:31]=4)[C:7]=3[CH:8]=[O:9])[C:11](=[O:24])[C:12]=12, predict the reactants needed to synthesize it. (2) Given the product [Cl:1][C:2]1[CH:25]=[CH:24][C:5]([CH2:6][N:7]2[C:15]3[C:10](=[CH:11][C:12](/[CH:16]=[C:17]4/[C:18](=[O:23])[N:19]([CH2:39][C@@H:32]5[O:31][CH2:30][C@@H:35]6[CH2:36][CH2:37][CH2:38][N:34]6[CH2:33]5)[C:20](=[O:22])[S:21]/4)=[CH:13][CH:14]=3)[CH:9]=[N:8]2)=[C:4]([C:26]([F:27])([F:29])[F:28])[CH:3]=1, predict the reactants needed to synthesize it. The reactants are: [Cl:1][C:2]1[CH:25]=[CH:24][C:5]([CH2:6][N:7]2[C:15]3[C:10](=[CH:11][C:12](/[CH:16]=[C:17]4/[C:18](=[O:23])[NH:19][C:20](=[O:22])[S:21]/4)=[CH:13][CH:14]=3)[CH:9]=[N:8]2)=[C:4]([C:26]([F:29])([F:28])[F:27])[CH:3]=1.[CH2:30]1[C@@H:35]2[CH2:36][CH2:37][CH2:38][N:34]2[CH2:33][C@H:32]([CH2:39]O)[O:31]1.